Dataset: Reaction yield outcomes from USPTO patents with 853,638 reactions. Task: Predict the reaction yield, written as a fraction of the theoretical maximum amount of product (1.0 means a 100% yield; for example, 0.34 means a 34% yield). (1) The reactants are C([O:14][C:15]([C:17]1[CH:22]=[CH:21][CH:20]=[CH:19][C:18]=1[N:23]([C:60](=[O:71])[C:61]([O:63]CC1C=CC=CC=1)=[O:62])[C:24]1[CH:59]=[CH:58][C:27]([CH2:28][C@@H:29]([C:35]([NH:37][CH2:38][CH2:39][CH2:40][CH2:41][O:42][C:43]2[C:44]([C:54]([O:56][CH3:57])=[O:55])=[C:45]([OH:53])[C:46]3[C:51]([CH:52]=2)=[CH:50][CH:49]=[CH:48][CH:47]=3)=[O:36])[NH:30][C:31]([O:33][CH3:34])=[O:32])=[CH:26][CH:25]=1)=[O:16])(C1C=CC=CC=1)C1C=CC=CC=1. The catalyst is O1CCOCC1.[Pd]. The product is [C:61]([C:60]([N:23]([C:18]1[CH:19]=[CH:20][CH:21]=[CH:22][C:17]=1[C:15]([OH:16])=[O:14])[C:24]1[CH:59]=[CH:58][C:27]([CH2:28][C@@H:29]([C:35]([NH:37][CH2:38][CH2:39][CH2:40][CH2:41][O:42][C:43]2[C:44]([C:54]([O:56][CH3:57])=[O:55])=[C:45]([OH:53])[C:46]3[C:51]([CH:52]=2)=[CH:50][CH:49]=[CH:48][CH:47]=3)=[O:36])[NH:30][C:31]([O:33][CH3:34])=[O:32])=[CH:26][CH:25]=1)=[O:71])([OH:63])=[O:62]. The yield is 0.560. (2) The reactants are Br[CH2:2][CH2:3]Br.[C:5]([O:11][CH3:12])(=[O:10])[CH2:6][C:7]([CH3:9])=[O:8]. The catalyst is C(#N)C.[Br-].C([N+](CCCC)(CCCC)CCCC)CCC. The product is [CH3:12][O:11][C:5]([C:6]1([C:7](=[O:8])[CH3:9])[CH2:3][CH2:2]1)=[O:10]. The yield is 0.670. (3) The reactants are C([N:5]1[C:10](=[O:11])[C:9]([Cl:12])=[C:8]([O:13][CH2:14][C:15]2[CH:20]=[CH:19][C:18]([CH2:21][CH2:22][CH2:23][CH2:24][OH:25])=[CH:17][CH:16]=2)[CH:7]=[N:6]1)(C)(C)C.[C:26]1([CH3:36])[CH:31]=[CH:30][C:29]([S:32](Cl)(=[O:34])=[O:33])=[CH:28][CH:27]=1.C(N([CH:43]([CH3:45])[CH3:44])CC)(C)C.Cl[CH2:47]Cl. The catalyst is CN(C)C1C=CN=CC=1.C(OCC)(=O)C.CCCCC.C(OCC)(=O)C. The product is [C:43]([CH:14]([O:13][C:8]1[CH:7]=[N:6][NH:5][C:10](=[O:11])[C:9]=1[Cl:12])[C:15]1[CH:16]=[CH:17][C:18]([CH2:21][CH2:22][CH2:23][CH2:24][O:25][S:32]([C:29]2[CH:30]=[CH:31][C:26]([CH3:36])=[CH:27][CH:28]=2)(=[O:34])=[O:33])=[CH:19][CH:20]=1)([CH3:45])([CH3:47])[CH3:44]. The yield is 0.690.